From a dataset of Full USPTO retrosynthesis dataset with 1.9M reactions from patents (1976-2016). Predict the reactants needed to synthesize the given product. (1) The reactants are: [CH3:1][O:2][P:3]([CH2:7][CH2:8][C@@H:9]([OH:26])[C@@H:10]([OH:25])[C@@H:11]([OH:24])[CH2:12][N:13]([O:16]CC1C=CC=CC=1)[CH:14]=[O:15])(=[O:6])[O:4][CH3:5].CC1C=C2N=C3C(=NC(NC3=O)=O)N(C[C@H](O)[C@H](O)[C@H](O)CO)C2=CC=1C. Given the product [CH3:1][O:2][P:3]([CH2:7][CH2:8][C@@H:9]([OH:26])[C@@H:10]([OH:25])[C@@H:11]([OH:24])[CH2:12][N:13]([CH:14]=[O:15])[OH:16])(=[O:6])[O:4][CH3:5], predict the reactants needed to synthesize it. (2) Given the product [C:24]([O:23][C:21]([NH:20][C:9](=[N:8][C:6]([O:5][C:1]([CH3:4])([CH3:3])[CH3:2])=[O:7])[NH:10][C:11]1[CH:19]=[CH:18][C:14]([C:15]([O:17][C:41]2[CH:42]=[CH:43][C:44]([CH2:47][CH2:48][CH2:49][C:50]([O:52][CH2:53][C:54]3[CH:59]=[CH:58][CH:57]=[CH:56][CH:55]=3)=[O:51])=[CH:45][CH:46]=2)=[O:16])=[CH:13][CH:12]=1)=[O:22])([CH3:27])([CH3:26])[CH3:25], predict the reactants needed to synthesize it. The reactants are: [C:1]([O:5][C:6]([NH:8][C:9](=[N:20][C:21]([O:23][C:24]([CH3:27])([CH3:26])[CH3:25])=[O:22])[NH:10][C:11]1[CH:19]=[CH:18][C:14]([C:15]([OH:17])=[O:16])=[CH:13][CH:12]=1)=[O:7])([CH3:4])([CH3:3])[CH3:2].Cl.CN(C)CCCN=C=NCC.O[C:41]1[CH:46]=[CH:45][C:44]([CH2:47][CH2:48][CH2:49][C:50]([O:52][CH2:53][C:54]2[CH:59]=[CH:58][CH:57]=[CH:56][CH:55]=2)=[O:51])=[CH:43][CH:42]=1.Cl. (3) Given the product [F:24][C:22]1[C:21]([N+:25]([O-:27])=[O:26])=[CH:20][C:3]([C:4]([NH:6][CH:7]2[CH2:12][CH2:11][N:10]([C:13]([O:15][C:16]([CH3:19])([CH3:18])[CH3:17])=[O:14])[CH2:9][CH2:8]2)=[O:5])=[C:2]([CH:28]=[CH2:29])[CH:23]=1, predict the reactants needed to synthesize it. The reactants are: Cl[C:2]1[CH:23]=[C:22]([F:24])[C:21]([N+:25]([O-:27])=[O:26])=[CH:20][C:3]=1[C:4]([NH:6][CH:7]1[CH2:12][CH2:11][N:10]([C:13]([O:15][C:16]([CH3:19])([CH3:18])[CH3:17])=[O:14])[CH2:9][CH2:8]1)=[O:5].[CH2:28](OB(C=C)OCCCC)[CH2:29]CC.C(=O)([O-])[O-].[Na+].[Na+].